Dataset: Catalyst prediction with 721,799 reactions and 888 catalyst types from USPTO. Task: Predict which catalyst facilitates the given reaction. Reactant: [CH2:1]([OH:5])[CH2:2][CH2:3][CH3:4].[H-].[Na+].Cl[C:9]1[CH:10]=[CH:11][C:12]2[CH2:13][N:14]([C:20]([O:22][C:23]([CH3:26])([CH3:25])[CH3:24])=[O:21])[CH2:15][CH2:16][O:17][C:18]=2[N:19]=1.O. Product: [CH2:1]([O:5][C:9]1[CH:10]=[CH:11][C:12]2[CH2:13][N:14]([C:20]([O:22][C:23]([CH3:26])([CH3:25])[CH3:24])=[O:21])[CH2:15][CH2:16][O:17][C:18]=2[N:19]=1)[CH2:2][CH2:3][CH3:4]. The catalyst class is: 733.